This data is from Catalyst prediction with 721,799 reactions and 888 catalyst types from USPTO. The task is: Predict which catalyst facilitates the given reaction. (1) Product: [CH3:25][O:24][CH2:23][C:18]1[N:19]([CH2:20][CH2:21][CH3:22])[C:9]2[C:8]3[CH:7]=[C:6]([O:5][CH2:4][CH2:3][CH2:2][N:41]4[CH2:42][CH2:43][N:38]([C:33]5[CH:34]=[CH:35][CH:36]=[CH:37][N:32]=5)[CH2:39][CH2:40]4)[CH:15]=[CH:14][C:13]=3[N:12]=[C:11]([NH2:16])[C:10]=2[N:17]=1. The catalyst class is: 3. Reactant: Cl[CH2:2][CH2:3][CH2:4][O:5][C:6]1[CH:15]=[CH:14][C:13]2[N:12]=[C:11]([NH2:16])[C:10]3[N:17]=[C:18]([CH2:23][O:24][CH3:25])[N:19]([CH2:20][CH2:21][CH3:22])[C:9]=3[C:8]=2[CH:7]=1.C(=O)([O-])[O-].[K+].[K+].[N:32]1[CH:37]=[CH:36][CH:35]=[CH:34][C:33]=1[N:38]1[CH2:43][CH2:42][NH:41][CH2:40][CH2:39]1. (2) Reactant: [C:1]([C:3]1[C:11]2[C:6](=[CH:7][CH:8]=[CH:9][CH:10]=2)[NH:5][N:4]=1)#[N:2].[F:12][C:13]1[CH:20]=[CH:19][CH:18]=[CH:17][C:14]=1[CH2:15]Br.[H-].[Na+]. Product: [F:12][C:13]1[CH:20]=[CH:19][CH:18]=[CH:17][C:14]=1[CH2:15][N:5]1[C:6]2[C:11](=[CH:10][CH:9]=[CH:8][CH:7]=2)[C:3]([C:1]#[N:2])=[N:4]1. The catalyst class is: 7.